From a dataset of Reaction yield outcomes from USPTO patents with 853,638 reactions. Predict the reaction yield, written as a fraction of the theoretical maximum amount of product (1.0 means a 100% yield; for example, 0.34 means a 34% yield). (1) The product is [CH3:12][O:11][C:4]1[CH:5]=[CH:6][C:7]([N+:8]([O-:10])=[O:9])=[C:2]([F:1])[CH:3]=1. The reactants are [F:1][C:2]1[CH:3]=[C:4]([OH:11])[CH:5]=[CH:6][C:7]=1[N+:8]([O-:10])=[O:9].[CH:12](N(C(C)C)CC)(C)C.C[Si](C=[N+]=[N-])(C)C. The yield is 1.00. The catalyst is C(#N)C.CO. (2) The reactants are [Cl:1][C:2]1[N:3]=[CH:4][C:5](I)=[C:6]2[C:11]=1[N:10]=[C:9]([CH3:12])[CH:8]=[CH:7]2.C([O:17][B:18](OC(C)C)[O:19]C(C)C)(C)C.C([Li])CCC.Cl. The catalyst is C1COCC1. The product is [Cl:1][C:2]1[C:11]2[N:10]=[C:9]([CH3:12])[CH:8]=[CH:7][C:6]=2[C:5]([B:18]([OH:19])[OH:17])=[CH:4][N:3]=1. The yield is 0.580.